From a dataset of Catalyst prediction with 721,799 reactions and 888 catalyst types from USPTO. Predict which catalyst facilitates the given reaction. (1) Reactant: [Cl:1][C:2]1[CH:3]=[C:4]2[C:9](=[C:10]([Cl:12])[CH:11]=1)[CH2:8][N:7]([CH3:13])[CH2:6][CH:5]2[C:14]1[CH:19]=[CH:18][C:17]([NH:20][C:21]([NH:23][CH2:24][CH2:25][CH2:26][CH:27]2[C:32](=[O:33])[O:31]C(C)(C)[O:29][C:28]2=[O:36])=[O:22])=[CH:16][CH:15]=1.O. Product: [Cl:1][C:2]1[CH:3]=[C:4]2[C:9](=[C:10]([Cl:12])[CH:11]=1)[CH2:8][N:7]([CH3:13])[CH2:6][CH:5]2[C:14]1[CH:19]=[CH:18][C:17]([NH:20][C:21](=[O:22])[NH:23][CH2:24][CH2:25][CH2:26][CH:27]([C:32]([OH:33])=[O:31])[C:28]([OH:36])=[O:29])=[CH:16][CH:15]=1. The catalyst class is: 55. (2) Reactant: [NH2:1][CH:2]([CH2:7][C:8]1[CH:9]=[C:10]2[C:15](=[CH:16][CH:17]=1)[N:14]=[C:13]([C:18]1[C:23]([Cl:24])=[CH:22][CH:21]=[CH:20][C:19]=1[Cl:25])[CH:12]=[CH:11]2)[C:3]([O:5][CH3:6])=[O:4].[Cl:26][C:27]1[CH:32]=[CH:31][CH:30]=[C:29]([Cl:33])[C:28]=1[N:34]=[C:35]=[O:36]. Product: [Cl:26][C:27]1[CH:32]=[CH:31][CH:30]=[C:29]([Cl:33])[C:28]=1[NH:34][C:35]([NH:1][CH:2]([CH2:7][C:8]1[CH:9]=[C:10]2[C:15](=[CH:16][CH:17]=1)[N:14]=[C:13]([C:18]1[C:23]([Cl:24])=[CH:22][CH:21]=[CH:20][C:19]=1[Cl:25])[CH:12]=[CH:11]2)[C:3]([O:5][CH3:6])=[O:4])=[O:36]. The catalyst class is: 2. (3) Reactant: C(OC([N:8]1[CH2:12][C@@H:11]([CH2:13][N:14]([CH:31]([CH3:33])[CH3:32])[C:15](=[O:30])[C:16]2[CH:21]=[CH:20][C:19]([O:22][CH3:23])=[C:18]([O:24][CH2:25][CH2:26][CH2:27][O:28][CH3:29])[CH:17]=2)[C@H:10](O)[CH2:9]1)=O)(C)(C)C.[N:35]([C@@H:38]([C:40]1[C:49]2[C:44](=[CH:45][CH:46]=[CH:47][CH:48]=2)[CH:43]=[CH:42][CH:41]=1)[CH3:39])=[C:36]=[O:37].CC#N.[OH2:53].CC#N. Product: [CH:31]([N:14]([CH2:13][C@@H:11]1[CH2:12][NH:8][CH2:9][C@H:10]1[O:37][C:36](=[O:53])[NH:35][C@@H:38]([C:40]1[C:49]2[C:44](=[CH:45][CH:46]=[CH:47][CH:48]=2)[CH:43]=[CH:42][CH:41]=1)[CH3:39])[C:15](=[O:30])[C:16]1[CH:21]=[CH:20][C:19]([O:22][CH3:23])=[C:18]([O:24][CH2:25][CH2:26][CH2:27][O:28][CH3:29])[CH:17]=1)([CH3:33])[CH3:32]. The catalyst class is: 6. (4) Reactant: [Cl:1][C:2]1[CH:7]=[CH:6][C:5]([N:8]2[C:16]([CH:17]([CH:21]3[CH2:26][CH2:25][CH2:24][CH2:23][CH2:22]3)[C:18](O)=[O:19])=[C:15]3[C:10]([CH2:11][CH2:12][CH2:13][CH2:14]3)=[N:9]2)=[CH:4][CH:3]=1.S(Cl)(Cl)=O.[CH2:31]([O:33][C:34](=[O:42])[C:35]1[CH:40]=[CH:39][C:38]([NH2:41])=[CH:37][CH:36]=1)[CH3:32]. Product: [CH2:31]([O:33][C:34](=[O:42])[C:35]1[CH:40]=[CH:39][C:38]([NH:41][C:18](=[O:19])[CH:17]([C:16]2[N:8]([C:5]3[CH:4]=[CH:3][C:2]([Cl:1])=[CH:7][CH:6]=3)[N:9]=[C:10]3[C:15]=2[CH2:14][CH2:13][CH2:12][CH2:11]3)[CH:21]2[CH2:26][CH2:25][CH2:24][CH2:23][CH2:22]2)=[CH:37][CH:36]=1)[CH3:32]. The catalyst class is: 142. (5) Reactant: O[CH2:2][C:3]1[CH:4]=[CH:5][C:6]([O:11][C:12]2[CH:17]=[CH:16][CH:15]=[C:14]([C:18]([F:21])([F:20])[F:19])[CH:13]=2)=[C:7]([CH:10]=1)[C:8]#[N:9].S(Cl)([Cl:24])=O. Product: [Cl:24][CH2:2][C:3]1[CH:4]=[CH:5][C:6]([O:11][C:12]2[CH:17]=[CH:16][CH:15]=[C:14]([C:18]([F:21])([F:20])[F:19])[CH:13]=2)=[C:7]([CH:10]=1)[C:8]#[N:9]. The catalyst class is: 2.